Predict the product of the given reaction. From a dataset of Forward reaction prediction with 1.9M reactions from USPTO patents (1976-2016). Given the reactants [N+:1]([C:4]1[CH:12]=[CH:11][C:7]([C:8]([OH:10])=O)=[CH:6][CH:5]=1)([O-:3])=[O:2].[CH3:13][N:14]([CH:16]=O)[CH3:15].C1C=C[C:21]2[N:26](O)N=NC=2C=1.[CH2:28](Cl)CCl, predict the reaction product. The product is: [CH3:13][N:14]1[CH2:16][CH2:21][N:26]([C:8]([C:7]2[CH:6]=[CH:5][C:4]([N+:1]([O-:3])=[O:2])=[CH:12][CH:11]=2)=[O:10])[CH2:28][CH2:15]1.